This data is from Full USPTO retrosynthesis dataset with 1.9M reactions from patents (1976-2016). The task is: Predict the reactants needed to synthesize the given product. (1) Given the product [CH:12]1([N:18]2[CH2:23][CH2:22][N:21]([C:9]([C:7]3[O:8][C:4]([N+:1]([O-:3])=[O:2])=[CH:5][CH:6]=3)=[O:10])[CH2:20][CH2:19]2)[CH2:17][CH2:16][CH2:15][CH2:14][CH2:13]1, predict the reactants needed to synthesize it. The reactants are: [N+:1]([C:4]1[O:8][C:7]([C:9](Cl)=[O:10])=[CH:6][CH:5]=1)([O-:3])=[O:2].[CH:12]1([N:18]2[CH2:23][CH2:22][NH:21][CH2:20][CH2:19]2)[CH2:17][CH2:16][CH2:15][CH2:14][CH2:13]1. (2) Given the product [CH2:3]([O:5][C@@H:6]([CH2:12][C:13]1[CH:14]=[CH:15][C:16]([CH2:19][CH2:20][O:21][C:22]2[CH:23]=[CH:24][C:25]([O:28][S:29]([CH3:32])(=[O:31])=[O:30])=[CH:26][CH:27]=2)=[CH:17][CH:18]=1)[C:7]([OH:9])=[O:8])[CH3:4], predict the reactants needed to synthesize it. The reactants are: [OH-].[Li+].[CH2:3]([O:5][C@@H:6]([CH2:12][C:13]1[CH:18]=[CH:17][C:16]([CH2:19][CH2:20][O:21][C:22]2[CH:27]=[CH:26][C:25]([O:28][S:29]([CH3:32])(=[O:31])=[O:30])=[CH:24][CH:23]=2)=[CH:15][CH:14]=1)[C:7]([O:9]CC)=[O:8])[CH3:4].Cl. (3) Given the product [CH3:1][O:2][C:3]1[CH:28]=[CH:27][C:26]([N:29]2[C:33]([S:34]([CH3:37])(=[O:35])=[O:36])=[N:32][N:31]=[N:30]2)=[CH:25][C:4]=1[C:5]([N:7]1[CH2:11][CH2:10][C:9]([CH2:18][CH2:19][N:63]2[CH2:64][CH2:65][CH2:66][N:60]([C:52]3[N:51]([CH2:50][CH2:49][O:48][CH2:46][CH3:47])[C:55]4[CH:56]=[CH:57][CH:58]=[CH:59][C:54]=4[N:53]=3)[CH2:61][CH2:62]2)([C:12]2[CH:13]=[CH:14][CH:15]=[CH:16][CH:17]=2)[CH2:8]1)=[O:6], predict the reactants needed to synthesize it. The reactants are: [CH3:1][O:2][C:3]1[CH:28]=[CH:27][C:26]([N:29]2[C:33]([S:34]([CH3:37])(=[O:36])=[O:35])=[N:32][N:31]=[N:30]2)=[CH:25][C:4]=1[C:5]([N:7]1[CH2:11][CH2:10][C:9]([CH2:18][CH2:19]OS(C)(=O)=O)([C:12]2[CH:17]=[CH:16][CH:15]=[CH:14][CH:13]=2)[CH2:8]1)=[O:6].C(N(CC)CC)C.I.[CH2:46]([O:48][CH2:49][CH2:50][N:51]1[C:55]2[CH:56]=[CH:57][CH:58]=[CH:59][C:54]=2[N:53]=[C:52]1[N:60]1[CH2:66][CH2:65][CH2:64][NH:63][CH2:62][CH2:61]1)[CH3:47].CO.ClCCl.